This data is from Reaction yield outcomes from USPTO patents with 853,638 reactions. The task is: Predict the reaction yield, written as a fraction of the theoretical maximum amount of product (1.0 means a 100% yield; for example, 0.34 means a 34% yield). (1) The reactants are [Br:1][C:2]1[CH:7]=[CH:6][N:5]=[C:4]2[NH:8][CH:9]=[CH:10][C:3]=12.[H-].[Na+].[CH3:13][Si:14]([CH3:21])([CH3:20])[CH2:15][CH2:16][O:17][CH2:18]Cl. The catalyst is CN(C)C=O. The product is [Br:1][C:2]1[CH:7]=[CH:6][N:5]=[C:4]2[N:8]([CH2:18][O:17][CH2:16][CH2:15][Si:14]([CH3:21])([CH3:20])[CH3:13])[CH:9]=[CH:10][C:3]=12. The yield is 0.966. (2) The reactants are [NH2:1][C:2]1[NH:3][C:4](=[O:22])[C:5]2[CH:10]=[C:9]([CH2:11][CH2:12][CH2:13][C:14]3[S:18][C:17]([C:19]([OH:21])=O)=[CH:16][CH:15]=3)[NH:8][C:6]=2[N:7]=1.CN1CCOCC1.ClC1N=C(OC)N=C(OC)N=1.Cl.[CH2:42]([O:44][C:45](=[O:55])[C@H:46]([CH2:48][CH2:49][C:50]([O:52][CH2:53][CH3:54])=[O:51])[NH2:47])[CH3:43]. The catalyst is CN(C=O)C. The product is [CH2:42]([O:44][C:45](=[O:55])[C@@H:46]([NH:47][C:19]([C:17]1[S:18][C:14]([CH2:13][CH2:12][CH2:11][C:9]2[NH:8][C:6]3[N:7]=[C:2]([NH2:1])[NH:3][C:4](=[O:22])[C:5]=3[CH:10]=2)=[CH:15][CH:16]=1)=[O:21])[CH2:48][CH2:49][C:50]([O:52][CH2:53][CH3:54])=[O:51])[CH3:43]. The yield is 0.630. (3) The reactants are [CH3:1][N:2]1[CH:6]=[C:5]([C:7]2[CH:8]=[C:9]3[C:15]([C:16]4[N:21]=[C:20]([N:22]5[CH2:28][CH2:27][CH2:26][C@@H:25]([NH:29]C(=O)OCC6C=CC=CC=6)[CH2:24][CH2:23]5)[CH:19]=[CH:18][CH:17]=4)=[N:14][N:13]([CH:40]4[CH2:45][CH2:44][CH2:43][CH2:42][O:41]4)[C:10]3=[CH:11][N:12]=2)[CH:4]=[N:3]1.C1CC=CCC=1. The catalyst is C(O)C.[Pd]. The product is [CH3:1][N:2]1[CH:6]=[C:5]([C:7]2[CH:8]=[C:9]3[C:15]([C:16]4[N:21]=[C:20]([N:22]5[CH2:28][CH2:27][CH2:26][C@@H:25]([NH2:29])[CH2:24][CH2:23]5)[CH:19]=[CH:18][CH:17]=4)=[N:14][N:13]([CH:40]4[CH2:45][CH2:44][CH2:43][CH2:42][O:41]4)[C:10]3=[CH:11][N:12]=2)[CH:4]=[N:3]1. The yield is 0.713. (4) The product is [CH2:42]([O:41][C:39]1[CH:38]=[C:26]([CH:25]=[C:24]([O:23][CH2:1][CH2:2][CH2:3][CH2:4][CH2:5][CH2:6][CH2:7][CH2:8][CH2:9][CH2:10][CH2:11][CH2:12][CH2:13][CH2:14][CH2:15][CH2:16][CH2:17][CH2:18][CH2:19][CH2:20][CH2:21][CH3:22])[CH:40]=1)[CH2:27][C:28]1[CH:35]=[C:34]([O:36][CH3:37])[CH:33]=[CH:32][C:29]=1[CH2:30][OH:31])[CH2:43][CH2:44][CH2:45][CH2:46][CH2:47][CH2:48][CH2:49][CH2:50][CH2:51][CH2:52][CH2:53][CH2:54][CH2:55][CH2:56][CH2:57][CH2:58][CH2:59][CH2:60][CH2:61][CH2:62][CH3:63]. The catalyst is C1COCC1.CCO. The reactants are [CH2:1]([O:23][C:24]1[CH:25]=[C:26]([CH:38]=[C:39]([O:41][CH2:42][CH2:43][CH2:44][CH2:45][CH2:46][CH2:47][CH2:48][CH2:49][CH2:50][CH2:51][CH2:52][CH2:53][CH2:54][CH2:55][CH2:56][CH2:57][CH2:58][CH2:59][CH2:60][CH2:61][CH2:62][CH3:63])[CH:40]=1)[CH2:27][C:28]1[CH:35]=[C:34]([O:36][CH3:37])[CH:33]=[CH:32][C:29]=1[CH:30]=[O:31])[CH2:2][CH2:3][CH2:4][CH2:5][CH2:6][CH2:7][CH2:8][CH2:9][CH2:10][CH2:11][CH2:12][CH2:13][CH2:14][CH2:15][CH2:16][CH2:17][CH2:18][CH2:19][CH2:20][CH2:21][CH3:22].[BH4-].[Na+].Cl. The yield is 0.940. (5) The reactants are Br[C:2]1[CH:3]=[CH:4][C:5]([O:28][CH3:29])=[C:6]([N:8]2[C:17]3[C:12](=[CH:13][C:14]([S:18]([NH:21][C:22]4[CH:26]=[CH:25][O:24][N:23]=4)(=[O:20])=[O:19])=[CH:15][CH:16]=3)[CH:11]=[CH:10][C:9]2=[O:27])[CH:7]=1.[F:30][C:31]([F:42])([F:41])[C:32]1[CH:33]=[C:34](B(O)O)[CH:35]=[CH:36][CH:37]=1.C(=O)([O-])[O-].[K+].[K+]. The catalyst is O1CCOCC1.O.C1C=CC([P]([Pd]([P](C2C=CC=CC=2)(C2C=CC=CC=2)C2C=CC=CC=2)([P](C2C=CC=CC=2)(C2C=CC=CC=2)C2C=CC=CC=2)[P](C2C=CC=CC=2)(C2C=CC=CC=2)C2C=CC=CC=2)(C2C=CC=CC=2)C2C=CC=CC=2)=CC=1. The product is [O:24]1[CH:25]=[CH:26][C:22]([NH:21][S:18]([C:14]2[CH:13]=[C:12]3[C:17](=[CH:16][CH:15]=2)[N:8]([C:6]2[CH:7]=[C:2]([C:36]4[CH:35]=[CH:34][CH:33]=[C:32]([C:31]([F:42])([F:41])[F:30])[CH:37]=4)[CH:3]=[CH:4][C:5]=2[O:28][CH3:29])[C:9](=[O:27])[CH:10]=[CH:11]3)(=[O:20])=[O:19])=[N:23]1. The yield is 0.437. (6) The reactants are Br[C:2]1[CH:12]=[CH:11][C:5]2[O:6][CH2:7][CH2:8][CH2:9][O:10][C:4]=2[CH:3]=1.C([Li])CCC.CCCCCC.[CH3:24][O:25][C:26]1[CH:27]=[C:28]([CH:31]=[C:32]([O:34][CH3:35])[CH:33]=1)[CH:29]=[O:30]. The catalyst is C1COCC1.O.C(O)(C)C. The product is [O:6]1[CH2:7][CH2:8][CH2:9][O:10][C:4]2[CH:3]=[C:2]([CH:29]([C:28]3[CH:31]=[C:32]([O:34][CH3:35])[CH:33]=[C:26]([O:25][CH3:24])[CH:27]=3)[OH:30])[CH:12]=[CH:11][C:5]1=2. The yield is 0.950. (7) The reactants are [CH2:1]([O:8][C:9]1[CH:14]=[CH:13][C:12]([CH2:15][C:16]#[C:17][Si](C)(C)C)=[CH:11][CH:10]=1)[C:2]1[CH:7]=[CH:6][CH:5]=[CH:4][CH:3]=1.C(=O)([O-])[O-].[K+].[K+]. The catalyst is CO. The product is [CH2:1]([O:8][C:9]1[CH:10]=[CH:11][C:12]([CH2:15][C:16]#[CH:17])=[CH:13][CH:14]=1)[C:2]1[CH:3]=[CH:4][CH:5]=[CH:6][CH:7]=1. The yield is 0.900. (8) The reactants are [Cl:1][C:2]1[C:11]([CH:12]=O)=[CH:10][C:9]2[C:4](=[CH:5][CH:6]=[CH:7][CH:8]=2)[N:3]=1.[CH3:14][O:15][C:16]1[CH:17]=[C:18]([CH:22]=[CH:23][C:24]=1[O:25][CH3:26])[CH2:19][C:20]#[N:21]. No catalyst specified. The product is [Cl:1][C:2]1[C:11](/[CH:12]=[C:19](/[C:18]2[CH:22]=[CH:23][C:24]([O:25][CH3:26])=[C:16]([O:15][CH3:14])[CH:17]=2)\[C:20]#[N:21])=[CH:10][C:9]2[C:4](=[CH:5][CH:6]=[CH:7][CH:8]=2)[N:3]=1. The yield is 0.850.